Dataset: Experimentally validated miRNA-target interactions with 360,000+ pairs, plus equal number of negative samples. Task: Binary Classification. Given a miRNA mature sequence and a target amino acid sequence, predict their likelihood of interaction. (1) Result: 1 (interaction). The protein sequence of the target gene is MVDELVLLLHALLMRHRALSIENSQLMEQLRLLVCERASLLRQVRPPSCPVPFPETFNGESSRLPEFIVQTASYMLVNENRFCNDAMKVAFLISLLTGEAEEWVVPYIEMDSPILGDYRAFLDEMKQCFGWDDDEDDDDEEEEDDY. The miRNA is hsa-miR-221-5p with sequence ACCUGGCAUACAAUGUAGAUUU. (2) The miRNA is hsa-miR-6743-3p with sequence AGCCGCUCUUCUCCCUGCCCACA. The protein sequence of the target gene is MVDYYEVLGVQRHASPEDIKKAYRKQALKWHPDKNPENKEEAERKFKQVAEAYEVLSDAKKRDIYDKYGKEGLNGGGGGGGIHFDSPFEFGFTFRNPDDVFREFFGGRDPFSFDFFEDPFDDFFGNRRGPRGNRSRGAGSFFSTFSGFPSFGSGFPAFDTGFTPFGSLGHGGLTSFSSTSFGGSGMGNFKSISTSTKIVNGKKITTKRIVENGQERVEVEEDGQLKSLTINGVADENALAEECQRRGQPTPALAPGPAPAPVRVPSQARPLAPTPAPTPAPTPAPAPAQTPAPSVSTRPQ.... Result: 0 (no interaction). (3) The miRNA is hsa-miR-1913 with sequence UCUGCCCCCUCCGCUGCUGCCA. The protein sequence of the target gene is MSELSDEASEPELLNRSLSMWHGLGTQVSGEELDVPLDLHTAASIGQYEVVKECVQRRELDLNKKNGGGWTPLMYASYIGHDTIVHLLLEAGVSVNVPTPEGQTPLMLASSCGNESIAYFLLQQGAELEMKDIQGWTALFHCTSAGHQHMVRFLLDSGANANVREPICGFTPLMEAAAAGHEIIVQYFLNHGVKVDARDHSGATARMLAKQYGHMKIVALMDTYSPSLPKSLYRSPEKYEDLSSSDESCPAPQRQRPCRKKGVSIHEGPRALARITGIGLGGRAPRPRYEQAPPRGYVTF.... Result: 0 (no interaction).